This data is from Full USPTO retrosynthesis dataset with 1.9M reactions from patents (1976-2016). The task is: Predict the reactants needed to synthesize the given product. (1) The reactants are: [O:1]([CH2:19][CH2:20][O:21][C:22]1[CH:27]=[CH:26][C:25]([C:28]2[N:29]=[C:30]3[CH:35]=[CH:34][C:33]([I:36])=[CH:32][N:31]3[C:37]=2[C:38]#[N:39])=[CH:24][CH:23]=1)[Si](C(C)(C)C)(C1C=CC=CC=1)C1C=CC=CC=1.[F-].C([N+](CCCC)(CCCC)CCCC)CCC.[Cl-].[NH4+].O. Given the product [C:38]([C:37]1[N:31]2[CH:32]=[C:33]([I:36])[CH:34]=[CH:35][C:30]2=[N:29][C:28]=1[C:25]1[CH:26]=[CH:27][C:22]([O:21][CH2:20][CH2:19][OH:1])=[CH:23][CH:24]=1)#[N:39], predict the reactants needed to synthesize it. (2) Given the product [Br:32][C:33]1[CH:38]=[CH:37][C:36]([C@:39]2([CH3:51])[C:40](=[O:50])[N:41]([C:9]([O:11][C:12]([CH3:13])([CH3:14])[CH3:15])=[O:10])[C@@H:42]2[C:43]2[CH:48]=[CH:47][C:46]([Cl:49])=[CH:45][CH:44]=2)=[CH:35][CH:34]=1, predict the reactants needed to synthesize it. The reactants are: [C:9](O[C:9]([O:11][C:12]([CH3:15])([CH3:14])[CH3:13])=[O:10])([O:11][C:12]([CH3:15])([CH3:14])[CH3:13])=[O:10].C(N(CC)CC)C.CN(C1C=CC=CN=1)C.[Br:32][C:33]1[CH:38]=[CH:37][C:36]([C@@:39]2([CH3:51])[C@@H:42]([C:43]3[CH:48]=[CH:47][C:46]([Cl:49])=[CH:45][CH:44]=3)[NH:41][C:40]2=[O:50])=[CH:35][CH:34]=1. (3) Given the product [C:1]([O:5][C:6](=[O:7])[CH2:8][CH2:9][CH2:10][O:11][C:12]1[CH:20]=[CH:19][C:15]([C:16]([N:28]2[CH2:27][C:26]3[CH:25]=[N:24][N:23]([CH3:22])[C:32]=3[NH:31][C:30]3[CH:33]=[CH:34][CH:35]=[CH:36][C:29]2=3)=[O:18])=[CH:14][C:13]=1[CH3:21])([CH3:2])([CH3:3])[CH3:4], predict the reactants needed to synthesize it. The reactants are: [C:1]([O:5][C:6]([CH2:8][CH2:9][CH2:10][O:11][C:12]1[CH:20]=[CH:19][C:15]([C:16]([OH:18])=O)=[CH:14][C:13]=1[CH3:21])=[O:7])([CH3:4])([CH3:3])[CH3:2].[CH3:22][N:23]1[C:32]2[NH:31][C:30]3[CH:33]=[CH:34][CH:35]=[CH:36][C:29]=3[NH:28][CH2:27][C:26]=2[CH:25]=[N:24]1.C(N(CC)CC)C. (4) Given the product [C:1]12([C:11]3[CH:12]=[C:13]([C:18]4[CH:19]=[C:20]([CH:23]=[CH:24][C:25]=4[O:26][CH3:27])[CH:21]=[C:34]4[S:28][C:29]([N:35]5[CH2:40][CH2:39][O:38][CH2:37][CH2:36]5)=[N:31][C:32]4=[O:33])[CH:14]=[CH:15][C:16]=3[OH:17])[CH2:8][CH:7]3[CH2:6][CH:5]([CH2:4][CH:3]([CH2:9]3)[CH2:2]1)[CH2:10]2, predict the reactants needed to synthesize it. The reactants are: [C:1]12([C:11]3[CH:12]=[C:13]([C:18]4[CH:19]=[C:20]([CH:23]=[CH:24][C:25]=4[O:26][CH3:27])[CH:21]=O)[CH:14]=[CH:15][C:16]=3[OH:17])[CH2:10][CH:5]3[CH2:6][CH:7]([CH2:9][CH:3]([CH2:4]3)[CH2:2]1)[CH2:8]2.[S:28]1[CH2:34][C:32](=[O:33])[NH:31][C:29]1=S.[NH:35]1[CH2:40][CH2:39][O:38][CH2:37][CH2:36]1. (5) The reactants are: Br[C:2]1[CH:7]=[CH:6][C:5]([N+:8]([O-:10])=[O:9])=[C:4]([S:11]([CH3:13])=[O:12])[CH:3]=1.[N:14]1([C:20]([O:22][C:23]([CH3:26])([CH3:25])[CH3:24])=[O:21])[CH2:19][CH2:18][NH:17][CH2:16][CH2:15]1.C(=O)([O-])[O-].[K+].[K+].Cl. Given the product [CH3:13][S:11]([C:4]1[CH:3]=[C:2]([N:17]2[CH2:16][CH2:15][N:14]([C:20]([O:22][C:23]([CH3:26])([CH3:25])[CH3:24])=[O:21])[CH2:19][CH2:18]2)[CH:7]=[CH:6][C:5]=1[N+:8]([O-:10])=[O:9])=[O:12], predict the reactants needed to synthesize it. (6) The reactants are: C([O:8][C:9](=O)[C@@H:10]([NH:27][C:28]([O:30][C:31]([CH3:34])([CH3:33])[CH3:32])=[O:29])[CH2:11][CH2:12][C:13]1[N:17]([CH2:18][CH2:19][CH3:20])[C:16]2[CH:21]=[C:22]([CH3:26])[C:23]([CH3:25])=[CH:24][C:15]=2[N:14]=1)C1C=CC=CC=1.CCN=C=NCCCN(C)C.Cl.C1C=CC2N(O)N=NC=2C=1.[C:58]([O:77][NH2:78])([C:71]1[CH:76]=[CH:75][CH:74]=[CH:73][CH:72]=1)([C:65]1[CH:70]=[CH:69][CH:68]=[CH:67][CH:66]=1)[C:59]1[CH:64]=[CH:63][CH:62]=[CH:61][CH:60]=1. Given the product [C:31]([O:30][C:28]([NH:27][C@@H:10]([CH2:11][CH2:12][C:13]1[N:17]([CH2:18][CH2:19][CH3:20])[C:16]2[CH:21]=[C:22]([CH3:26])[C:23]([CH3:25])=[CH:24][C:15]=2[N:14]=1)[C:9]([NH:78][O:77][C:58]([C:65]1[CH:70]=[CH:69][CH:68]=[CH:67][CH:66]=1)([C:71]1[CH:72]=[CH:73][CH:74]=[CH:75][CH:76]=1)[C:59]1[CH:64]=[CH:63][CH:62]=[CH:61][CH:60]=1)=[O:8])=[O:29])([CH3:34])([CH3:32])[CH3:33], predict the reactants needed to synthesize it. (7) Given the product [C:34]([O:38][C:39]([NH:41][CH2:42][C@H:43]1[CH2:48][CH2:47][C@H:46]([C:49]([NH:51][C@H:52]([C:69](=[O:82])[NH:70][C:71]2[CH:76]=[CH:75][C:74]([C:77]3[N:78]=[N:79][NH:80][N:81]=3)=[CH:73][CH:72]=2)[CH2:53][C:54]2[CH:59]=[CH:58][C:57]([C:60]3[CH:65]=[CH:64][CH:63]=[CH:62][C:61]=3[C:66]([NH:83][CH:84]3[CH2:85][CH2:86][N:87]([C:90]([O:92][C:93]([CH3:96])([CH3:95])[CH3:94])=[O:91])[CH2:88][CH2:89]3)=[O:67])=[CH:56][CH:55]=2)=[O:50])[CH2:45][CH2:44]1)=[O:40])([CH3:37])([CH3:35])[CH3:36], predict the reactants needed to synthesize it. The reactants are: C(N(CC)C(C)C)(C)C.F[P-](F)(F)(F)(F)F.CN(C(ON1C2=NC=CC=C2N=N1)=[N+](C)C)C.[C:34]([O:38][C:39]([NH:41][CH2:42][C@H:43]1[CH2:48][CH2:47][C@H:46]([C:49]([NH:51][C@H:52]([C:69](=[O:82])[NH:70][C:71]2[CH:76]=[CH:75][C:74]([C:77]3[N:78]=[N:79][NH:80][N:81]=3)=[CH:73][CH:72]=2)[CH2:53][C:54]2[CH:59]=[CH:58][C:57]([C:60]3[C:61]([C:66](O)=[O:67])=[CH:62][CH:63]=[CH:64][CH:65]=3)=[CH:56][CH:55]=2)=[O:50])[CH2:45][CH2:44]1)=[O:40])([CH3:37])([CH3:36])[CH3:35].[NH2:83][CH:84]1[CH2:89][CH2:88][N:87]([C:90]([O:92][C:93]([CH3:96])([CH3:95])[CH3:94])=[O:91])[CH2:86][CH2:85]1.